From a dataset of Catalyst prediction with 721,799 reactions and 888 catalyst types from USPTO. Predict which catalyst facilitates the given reaction. (1) Reactant: [Cl:1][C:2]1[N:7]=[C:6](Cl)[C:5]([O:9][CH3:10])=[CH:4][N:3]=1.[C:11]([CH2:13][CH:14]([N:29]1[CH:33]=[C:32](B2OC(C)(C)C(C)(C)O2)[CH:31]=[N:30]1)[CH2:15][CH:16]1[CH2:21][CH2:20][N:19]([C:22]([O:24][C:25]([CH3:28])([CH3:27])[CH3:26])=[O:23])[CH2:18][CH2:17]1)#[N:12].O1CCOCC1.C(=O)([O-])[O-].[Na+].[Na+].O. Product: [Cl:1][C:2]1[N:7]=[C:6]([C:32]2[CH:31]=[N:30][N:29]([CH:14]([CH2:13][C:11]#[N:12])[CH2:15][CH:16]3[CH2:17][CH2:18][N:19]([C:22]([O:24][C:25]([CH3:28])([CH3:26])[CH3:27])=[O:23])[CH2:20][CH2:21]3)[CH:33]=2)[C:5]([O:9][CH3:10])=[CH:4][N:3]=1. The catalyst class is: 518. (2) Reactant: [CH:1]1([N:5]2[CH2:10][CH2:9][N:8]([C:11]([C:13]3[CH:14]=[C:15]4[C:19](=[CH:20][CH:21]=3)[NH:18][C:17]([C:22]([N:24]3[CH2:29][CH2:28][S:27](=[O:31])(=[O:30])[CH2:26][CH2:25]3)=[O:23])=[CH:16]4)=[O:12])[CH2:7][CH2:6]2)[CH2:4][CH2:3][CH2:2]1.[H-].[Na+].Br[CH:35]([CH3:37])[CH3:36]. Product: [CH:1]1([N:5]2[CH2:6][CH2:7][N:8]([C:11]([C:13]3[CH:14]=[C:15]4[C:19](=[CH:20][CH:21]=3)[N:18]([CH:35]([CH3:37])[CH3:36])[C:17]([C:22]([N:24]3[CH2:29][CH2:28][S:27](=[O:30])(=[O:31])[CH2:26][CH2:25]3)=[O:23])=[CH:16]4)=[O:12])[CH2:9][CH2:10]2)[CH2:2][CH2:3][CH2:4]1. The catalyst class is: 9.